This data is from Forward reaction prediction with 1.9M reactions from USPTO patents (1976-2016). The task is: Predict the product of the given reaction. (1) Given the reactants S(Cl)([Cl:3])=O.[CH3:5][C:6]1[O:10][C:9]([C:11]2[CH:16]=[CH:15][CH:14]=[CH:13][CH:12]=2)=[N:8][C:7]=1[CH2:17][O:18][C:19]1[CH:24]=[C:23]([CH2:25]O)[CH:22]=[CH:21][N:20]=1, predict the reaction product. The product is: [Cl:3][CH2:25][C:23]1[CH:22]=[CH:21][N:20]=[C:19]([O:18][CH2:17][C:7]2[N:8]=[C:9]([C:11]3[CH:16]=[CH:15][CH:14]=[CH:13][CH:12]=3)[O:10][C:6]=2[CH3:5])[CH:24]=1. (2) Given the reactants C[O:2][C:3](=[O:19])[C:4]1[CH:9]=[CH:8][CH:7]=[N:6][C:5]=1[O:10][C:11]1[CH:16]=[CH:15][C:14]([S:17][CH3:18])=[CH:13][CH:12]=1.[OH-].[Li+], predict the reaction product. The product is: [CH3:18][S:17][C:14]1[CH:13]=[CH:12][C:11]([O:10][C:5]2[N:6]=[CH:7][CH:8]=[CH:9][C:4]=2[C:3]([OH:19])=[O:2])=[CH:16][CH:15]=1. (3) Given the reactants [NH2:1][C:2]1[C:3]([F:33])=[C:4]([C:8]2[N:9]=[C:10]([CH:20]3[CH2:25][CH2:24][N:23]([C:26]([O:28][C:29]([CH3:32])([CH3:31])[CH3:30])=[O:27])[CH2:22][CH2:21]3)[S:11][C:12]=2[C:13]2[CH:18]=[CH:17][N:16]=[C:15]([Cl:19])[N:14]=2)[CH:5]=[CH:6][CH:7]=1.[O:34]1[CH:38]=[CH:37][C:36]([S:39](Cl)(=[O:41])=[O:40])=[CH:35]1, predict the reaction product. The product is: [Cl:19][C:15]1[N:14]=[C:13]([C:12]2[S:11][C:10]([CH:20]3[CH2:25][CH2:24][N:23]([C:26]([O:28][C:29]([CH3:30])([CH3:32])[CH3:31])=[O:27])[CH2:22][CH2:21]3)=[N:9][C:8]=2[C:4]2[CH:5]=[CH:6][CH:7]=[C:2]([NH:1][S:39]([C:36]3[CH:37]=[CH:38][O:34][CH:35]=3)(=[O:41])=[O:40])[C:3]=2[F:33])[CH:18]=[CH:17][N:16]=1. (4) Given the reactants [N+:1]([C:4]1[CH:5]=[C:6]([CH:11]=[CH:12][CH:13]=1)[C:7]([NH:9][NH2:10])=[O:8])([O-:3])=[O:2].[CH2:14](OC(OCC)OCC)C, predict the reaction product. The product is: [N+:1]([C:4]1[CH:5]=[C:6]([C:7]2[O:8][CH:14]=[N:10][N:9]=2)[CH:11]=[CH:12][CH:13]=1)([O-:3])=[O:2]. (5) Given the reactants [CH2:1]([O:8][C:9]1[CH:14]=[CH:13][N:12]([C:15]2[CH:16]=[C:17]3[C:21](=[CH:22][CH:23]=2)[NH:20][N:19]=[CH:18]3)[C:11](=[O:24])[CH:10]=1)[C:2]1[CH:7]=[CH:6][CH:5]=[CH:4][CH:3]=1.Cl[CH2:26][CH2:27][N:28]1[CH2:33][CH2:32][O:31][CH2:30][CH2:29]1.C([O-])([O-])=O.[Cs+].[Cs+], predict the reaction product. The product is: [CH2:1]([O:8][C:9]1[CH:14]=[CH:13][N:12]([C:15]2[CH:16]=[C:17]3[C:21](=[CH:22][CH:23]=2)[N:20]([CH2:26][CH2:27][N:28]2[CH2:33][CH2:32][O:31][CH2:30][CH2:29]2)[N:19]=[CH:18]3)[C:11](=[O:24])[CH:10]=1)[C:2]1[CH:7]=[CH:6][CH:5]=[CH:4][CH:3]=1.